This data is from Forward reaction prediction with 1.9M reactions from USPTO patents (1976-2016). The task is: Predict the product of the given reaction. (1) Given the reactants [O:1]=[S:2]1(=[O:34])[CH2:7][CH:6]=[C:5]([C:8]2[CH:13]=[CH:12][C:11]([N:14]3[CH2:18][C@H:17]([CH2:19][N:20]4[CH:24]=[C:23]([CH2:25][C:26]#[C:27][Si](C)(C)C)[N:22]=[N:21]4)[O:16][C:15]3=[O:32])=[CH:10][C:9]=2[F:33])[CH2:4][CH2:3]1.[OH-].[K+].Cl, predict the reaction product. The product is: [O:34]=[S:2]1(=[O:1])[CH2:3][CH:4]=[C:5]([C:8]2[CH:13]=[CH:12][C:11]([N:14]3[CH2:18][C@H:17]([CH2:19][N:20]4[CH:24]=[C:23]([CH2:25][C:26]#[CH:27])[N:22]=[N:21]4)[O:16][C:15]3=[O:32])=[CH:10][C:9]=2[F:33])[CH2:6][CH2:7]1. (2) Given the reactants [Cl:1][C:2]1[CH:7]=[CH:6][C:5]([C:8]2[C:13]([C:14]([OH:16])=O)=[CH:12][N:11]=[CH:10][CH:9]=2)=[C:4]([F:17])[CH:3]=1.C1C=CC2N(O)N=NC=2C=1.CCN(C(C)C)C(C)C.C(Cl)CCl.[F:41][C:42]([F:46])([F:45])[CH2:43][NH2:44], predict the reaction product. The product is: [Cl:1][C:2]1[CH:7]=[CH:6][C:5]([C:8]2[C:13]([C:14]([NH:44][CH2:43][C:42]([F:46])([F:45])[F:41])=[O:16])=[CH:12][N:11]=[CH:10][CH:9]=2)=[C:4]([F:17])[CH:3]=1. (3) Given the reactants [CH3:1][S:2]([C:5]1[N:10]=[CH:9][C:8]([O:11][C:12]2[CH:13]=[C:14]3[C:18](=[CH:19][CH:20]=2)[NH:17][C:16]([C:21]2[S:22][CH:23]([CH2:26][C:27](O)=[O:28])[CH2:24][N:25]=2)=[CH:15]3)=[CH:7][CH:6]=1)(=[O:4])=[O:3].O.ON1C2C=CC=CC=2N=N1.Cl.[CH2:42]([N:44]=[C:45]=NCCCN(C)C)C.O1CCCC1.CNC, predict the reaction product. The product is: [CH3:42][N:44]([CH3:45])[C:27](=[O:28])[CH2:26][CH:23]1[S:22][C:21]([C:16]2[NH:17][C:18]3[C:14]([CH:15]=2)=[CH:13][C:12]([O:11][C:8]2[CH:9]=[N:10][C:5]([S:2]([CH3:1])(=[O:4])=[O:3])=[CH:6][CH:7]=2)=[CH:20][CH:19]=3)=[N:25][CH2:24]1. (4) Given the reactants [OH:1][CH:2]([CH2:26][C:27]1[CH:32]=[CH:31][CH:30]=[CH:29][CH:28]=1)/[CH:3]=[CH:4]/[C@@H:5]1[N:9]([CH2:10][CH2:11][CH2:12][CH2:13][S:14][Si](C(C)C)(C(C)C)C(C)C)[C:8](=[O:25])[CH2:7][CH2:6]1.CI.[N+](CCCC)(CCCC)(CCCC)[CH2:36]CCC.[F-].[NH4+].[Cl-], predict the reaction product. The product is: [OH:1][CH:2]([CH2:26][C:27]1[CH:32]=[CH:31][CH:30]=[CH:29][CH:28]=1)/[CH:3]=[CH:4]/[C@@H:5]1[N:9]([CH2:10][CH2:11][CH2:12][CH2:13][S:14][CH3:36])[C:8](=[O:25])[CH2:7][CH2:6]1. (5) Given the reactants C1(P(C2C=CC=CC=2)C2C=CC3C(=CC=CC=3)C=2C2C3C(=CC=CC=3)C=CC=2P(C2C=CC=CC=2)C2C=CC=CC=2)C=CC=CC=1.Br[C:48]1[CH:60]=[CH:59][C:51]([C:52]([O:54][C:55]([CH3:58])([CH3:57])[CH3:56])=[O:53])=[C:50]([CH3:61])[CH:49]=1.CC(C)([O-])C.[Na+].[Cl:68][C:69]1[CH:70]=[C:71]([C:76]2([C:81]([F:84])([F:83])[F:82])[CH2:80][NH:79][N:78]=[CH:77]2)[CH:72]=[C:73]([Cl:75])[CH:74]=1, predict the reaction product. The product is: [Cl:68][C:69]1[CH:70]=[C:71]([C:76]2([C:81]([F:83])([F:82])[F:84])[CH:77]=[N:78][N:79]([C:48]3[CH:60]=[CH:59][C:51]([C:52]([O:54][C:55]([CH3:58])([CH3:57])[CH3:56])=[O:53])=[C:50]([CH3:61])[CH:49]=3)[CH2:80]2)[CH:72]=[C:73]([Cl:75])[CH:74]=1. (6) Given the reactants Br[CH2:2][C:3]1[CH:8]=[CH:7][C:6]([CH2:9][CH2:10][N:11]2[CH:16]=[CH:15][C:14]([O:17][CH2:18][C:19]3[CH:24]=[CH:23][C:22]([Br:25])=[CH:21][N:20]=3)=[CH:13][C:12]2=[O:26])=[CH:5][CH:4]=1.[NH:27]1[CH2:32][CH2:31][CH:30]([NH:33][C:34](=[O:36])[CH3:35])[CH2:29][CH2:28]1, predict the reaction product. The product is: [Br:25][C:22]1[CH:23]=[CH:24][C:19]([CH2:18][O:17][C:14]2[CH:15]=[CH:16][N:11]([CH2:10][CH2:9][C:6]3[CH:7]=[CH:8][C:3]([CH2:2][N:27]4[CH2:32][CH2:31][CH:30]([NH:33][C:34](=[O:36])[CH3:35])[CH2:29][CH2:28]4)=[CH:4][CH:5]=3)[C:12](=[O:26])[CH:13]=2)=[N:20][CH:21]=1.